This data is from Forward reaction prediction with 1.9M reactions from USPTO patents (1976-2016). The task is: Predict the product of the given reaction. (1) Given the reactants [F:1][C:2]([F:23])([F:22])[C:3]1[C:4](=[O:21])[CH:5]2[CH2:20][C:8]3([CH2:19][C:18]4[C:14]5[N:15]=[N:16][NH:17][C:13]=5[CH:12]=[CH:11][C:10]=4[C:9]=13)[CH2:7][CH2:6]2, predict the reaction product. The product is: [F:22][C:2]([F:1])([F:23])[C:3]1[C:4](=[O:21])[C@H:5]2[CH2:20][C@:8]3([CH2:19][C:18]4[C:14]5[N:15]=[N:16][NH:17][C:13]=5[CH:12]=[CH:11][C:10]=4[C:9]=13)[CH2:7][CH2:6]2. (2) Given the reactants Br[CH2:2][CH2:3][CH2:4][N:5]1[C:9](=[O:10])[C:8]2=[CH:11][CH:12]=[CH:13][CH:14]=[C:7]2[C:6]1=[O:15].[NH:16]1[CH2:21][CH2:20][CH2:19][CH2:18][CH2:17]1, predict the reaction product. The product is: [N:16]1([CH2:2][CH2:3][CH2:4][N:5]2[C:9](=[O:10])[C:8]3[C:7](=[CH:14][CH:13]=[CH:12][CH:11]=3)[C:6]2=[O:15])[CH2:21][CH2:20][CH2:19][CH2:18][CH2:17]1. (3) Given the reactants [C:1]1([NH2:8])[CH:6]=[CH:5][CH:4]=[CH:3][C:2]=1[NH2:7].[CH3:9][C:10]([O:13][C:14](O[C:14]([O:13][C:10]([CH3:12])([CH3:11])[CH3:9])=[O:15])=[O:15])([CH3:12])[CH3:11], predict the reaction product. The product is: [NH2:7][C:2]1[CH:3]=[CH:4][CH:5]=[CH:6][C:1]=1[NH:8][C:14](=[O:15])[O:13][C:10]([CH3:12])([CH3:11])[CH3:9]. (4) Given the reactants Cl[C:2]1[C:7]([F:8])=[CH:6][C:5]([C:9]2[C:18]3[C:13](=[CH:14][C:15]([S:19]([NH:22][C:23]4[S:24][CH:25]=[N:26][N:27]=4)(=[O:21])=[O:20])=[CH:16][CH:17]=3)[CH:12]=[CH:11][N:10]=2)=[C:4]([O:28][CH3:29])[CH:3]=1.[F:30][C:31]1[CH:32]=[C:33](B(O)O)[CH:34]=[CH:35][CH:36]=1.P([O-])([O-])([O-])=O.[K+].[K+].[K+], predict the reaction product. The product is: [F:8][C:7]1[CH:6]=[C:5]([C:9]2[C:18]3[C:13](=[CH:14][C:15]([S:19]([NH:22][C:23]4[S:24][CH:25]=[N:26][N:27]=4)(=[O:21])=[O:20])=[CH:16][CH:17]=3)[CH:12]=[CH:11][N:10]=2)[C:4]([O:28][CH3:29])=[CH:3][C:2]=1[C:35]1[CH:34]=[CH:33][CH:32]=[C:31]([F:30])[CH:36]=1. (5) Given the reactants [CH3:1][O:2][C:3]([C:5]1[N:6]([C:16]2[CH:21]=[CH:20][C:19]([CH2:22][NH:23]C(OC(C)(C)C)=O)=[CH:18][CH:17]=2)[C:7]2[C:12]([C:13]=1[Cl:14])=[C:11]([F:15])[CH:10]=[CH:9][CH:8]=2)=[O:4].ClCCl.FC(F)(F)C(O)=O, predict the reaction product. The product is: [CH3:1][O:2][C:3]([C:5]1[N:6]([C:16]2[CH:17]=[CH:18][C:19]([CH2:22][NH2:23])=[CH:20][CH:21]=2)[C:7]2[C:12]([C:13]=1[Cl:14])=[C:11]([F:15])[CH:10]=[CH:9][CH:8]=2)=[O:4].